From a dataset of Forward reaction prediction with 1.9M reactions from USPTO patents (1976-2016). Predict the product of the given reaction. The product is: [CH2:18]([NH:17][S:12]([C:7]1[CH:8]=[C:9]2[C:4](=[CH:5][CH:6]=1)[NH:3][C:2](=[O:1])[C:10]2=[O:11])(=[O:14])=[O:13])[CH2:20][CH3:22]. Given the reactants [O:1]=[C:2]1[C:10](=[O:11])[C:9]2[C:4](=[CH:5][CH:6]=[C:7]([S:12](Cl)(=[O:14])=[O:13])[CH:8]=2)[NH:3]1.[Na].[NH:17]1C2[C:22](=CC(S(O)(=O)=O)=CC=2)[C:20](=O)[C:18]1=O.O=P(Cl)(Cl)Cl.CCN(C(C)C)C(C)C.C(N)CC, predict the reaction product.